Dataset: Full USPTO retrosynthesis dataset with 1.9M reactions from patents (1976-2016). Task: Predict the reactants needed to synthesize the given product. Given the product [C:7]([O:11][C:12]([N:14]1[CH2:19][CH2:18][N:17]([C:20]2[C:25]3[NH:26][CH:28]=[CH:27][C:24]=3[N:23]=[CH:22][N:21]=2)[CH2:16][CH2:15]1)=[O:13])([CH3:10])([CH3:9])[CH3:8], predict the reactants needed to synthesize it. The reactants are: C(O[K])(C)(C)C.[C:7]([O:11][C:12]([N:14]1[CH2:19][CH2:18][N:17]([C:20]2[C:25]([NH2:26])=[C:24]([C:27]#[C:28][Si](C)(C)C)[N:23]=[CH:22][N:21]=2)[CH2:16][CH2:15]1)=[O:13])([CH3:10])([CH3:9])[CH3:8].